This data is from Forward reaction prediction with 1.9M reactions from USPTO patents (1976-2016). The task is: Predict the product of the given reaction. (1) Given the reactants [N:1]1[NH:2]N=N[C:5]=1[C:6]1[S:10][C:9]([N:11]2[CH2:16][CH2:15][CH:14]([O:17][C:18]3[CH:23]=[CH:22][CH:21]=[CH:20][C:19]=3[C:24]([F:27])([F:26])[F:25])[CH2:13][CH2:12]2)=[N:8][N:7]=1.[C:28](OC(=O)C)(=[O:30])[CH3:29], predict the reaction product. The product is: [CH3:29][C:28]1[O:30][C:5]([C:6]2[S:10][C:9]([N:11]3[CH2:16][CH2:15][CH:14]([O:17][C:18]4[CH:23]=[CH:22][CH:21]=[CH:20][C:19]=4[C:24]([F:27])([F:25])[F:26])[CH2:13][CH2:12]3)=[N:8][N:7]=2)=[N:1][N:2]=1. (2) Given the reactants C(OC([N:8]1[CH2:13][CH2:12][C@H:11]([CH2:14][O:15][C:16]2[N:17]=[N:18][C:19]([CH2:35][CH2:36][CH2:37][CH3:38])=[C:20]([C:22]3[CH:27]=[CH:26][C:25]([O:28][CH:29]4[CH2:34][CH2:33][CH2:32][CH2:31][CH2:30]4)=[CH:24][CH:23]=3)[CH:21]=2)[C@H:10]([O:39]COC)[CH2:9]1)=O)(C)(C)C.[ClH:43], predict the reaction product. The product is: [ClH:43].[ClH:43].[CH2:35]([C:19]1[N:18]=[N:17][C:16]([O:15][CH2:14][C@H:11]2[CH2:12][CH2:13][NH:8][CH2:9][C@H:10]2[OH:39])=[CH:21][C:20]=1[C:22]1[CH:27]=[CH:26][C:25]([O:28][CH:29]2[CH2:34][CH2:33][CH2:32][CH2:31][CH2:30]2)=[CH:24][CH:23]=1)[CH2:36][CH2:37][CH3:38]. (3) Given the reactants [OH:1][CH2:2][C@@H:3]1[C@@H:8]([OH:9])[C@H:7]([OH:10])[C@H:6]([OH:11])[C@@H:5]([N:12]2[CH:16]=[C:15]([C@@H:17]3[C@@H:22]([O:23]CC4C=CC=CC=4)[C@@H:21]([O:31]CC4C=CC=CC=4)[C@H:20]([O:39]CC4C=CC=CC=4)[C@@H:19]([CH2:47][O:48]CC4C=CC=CC=4)[O:18]3)[N:14]=[N:13]2)[O:4]1.C(O)(=O)C, predict the reaction product. The product is: [OH:48][CH2:47][C@@H:19]1[C@@H:20]([OH:39])[C@H:21]([OH:31])[C@H:22]([OH:23])[C@@H:17]([C:15]2[N:14]=[N:13][N:12]([C@@H:5]3[C@@H:6]([OH:11])[C@@H:7]([OH:10])[C@H:8]([OH:9])[C@@H:3]([CH2:2][OH:1])[O:4]3)[CH:16]=2)[O:18]1. (4) The product is: [CH2:1]([O:8][C:9]1[C:10]2[N:11]([N:16]=[CH:17][C:18]=2[CH2:19][OH:20])[CH:12]=[C:13]([Cl:15])[N:14]=1)[C:2]1[CH:7]=[CH:6][CH:5]=[CH:4][CH:3]=1. Given the reactants [CH2:1]([O:8][C:9]1[C:10]2[N:11]([N:16]=[CH:17][C:18]=2[C:19](OC)=[O:20])[CH:12]=[C:13]([Cl:15])[N:14]=1)[C:2]1[CH:7]=[CH:6][CH:5]=[CH:4][CH:3]=1.[H-].[Al+3].[Li+].[H-].[H-].[H-], predict the reaction product. (5) Given the reactants [CH3:1][N:2]([CH2:10][C:11]1([CH2:20][CH2:21][N:22]2[C@H:27]3[CH2:28][CH2:29][C@@H:23]2[CH2:24][CH:25]([N:30]2[C:34]4[CH:35]=[CH:36][CH:37]=[CH:38][C:33]=4[N:32]=[C:31]2[CH3:39])[CH2:26]3)[C:19]2[C:14](=[CH:15][CH:16]=[CH:17][CH:18]=2)[CH2:13][CH2:12]1)C(=O)OC(C)(C)C.Cl.C([O-])(O)=O.[Na+], predict the reaction product. The product is: [CH3:1][NH:2][CH2:10][C:11]1([CH2:20][CH2:21][N:22]2[C@H:27]3[CH2:28][CH2:29][C@@H:23]2[CH2:24][CH:25]([N:30]2[C:34]4[CH:35]=[CH:36][CH:37]=[CH:38][C:33]=4[N:32]=[C:31]2[CH3:39])[CH2:26]3)[C:19]2[C:14](=[CH:15][CH:16]=[CH:17][CH:18]=2)[CH2:13][CH2:12]1.